From a dataset of Reaction yield outcomes from USPTO patents with 853,638 reactions. Predict the reaction yield, written as a fraction of the theoretical maximum amount of product (1.0 means a 100% yield; for example, 0.34 means a 34% yield). (1) The reactants are [C:1]([O:5][C:6]([NH:8][C@@H:9]([CH2:14][C:15]1[CH:24]=[CH:23][C:18]2[O:19][CH2:20][CH2:21][O:22][C:17]=2[CH:16]=1)[C:10](OC)=[O:11])=[O:7])([CH3:4])([CH3:3])[CH3:2].[Li+].[BH4-].Cl. The catalyst is C1COCC1.CCO. The product is [O:19]1[CH2:20][CH2:21][O:22][C:17]2[CH:16]=[C:15]([CH2:14][C@H:9]([NH:8][C:6](=[O:7])[O:5][C:1]([CH3:3])([CH3:2])[CH3:4])[CH2:10][OH:11])[CH:24]=[CH:23][C:18]1=2. The yield is 0.860. (2) The yield is 0.970. The product is [Br:18][C:11]1[C:10]2[CH2:9][CH2:8][CH:7]([C:1]3[CH:6]=[CH:5][CH:4]=[CH:3][CH:2]=3)[CH2:16][C:15]=2[C:14]([NH2:17])=[N:13][CH:12]=1. The catalyst is C(#N)C. The reactants are [C:1]1([CH:7]2[CH2:16][C:15]3[C:14]([NH2:17])=[N:13][CH:12]=[CH:11][C:10]=3[CH2:9][CH2:8]2)[CH:6]=[CH:5][CH:4]=[CH:3][CH:2]=1.[Br:18]N1C(=O)CCC1=O.[Cl-].[NH4+].C(OCC)(=O)C.